This data is from NCI-60 drug combinations with 297,098 pairs across 59 cell lines. The task is: Regression. Given two drug SMILES strings and cell line genomic features, predict the synergy score measuring deviation from expected non-interaction effect. Drug 1: CC1=C(C=C(C=C1)NC(=O)C2=CC=C(C=C2)CN3CCN(CC3)C)NC4=NC=CC(=N4)C5=CN=CC=C5. Drug 2: CC1CCC2CC(C(=CC=CC=CC(CC(C(=O)C(C(C(=CC(C(=O)CC(OC(=O)C3CCCCN3C(=O)C(=O)C1(O2)O)C(C)CC4CCC(C(C4)OC)O)C)C)O)OC)C)C)C)OC. Cell line: HT29. Synergy scores: CSS=16.4, Synergy_ZIP=-5.85, Synergy_Bliss=-2.91, Synergy_Loewe=-67.1, Synergy_HSA=-1.62.